From a dataset of Full USPTO retrosynthesis dataset with 1.9M reactions from patents (1976-2016). Predict the reactants needed to synthesize the given product. (1) The reactants are: C(O[C:4]([N:6]1[CH2:11][CH2:10][CH:9]([N:12]([CH2:22][C:23]2[CH:28]=[CH:27][CH:26]=[CH:25][CH:24]=2)[C:13]2[CH:14]=[C:15]3[C:19](=[CH:20][CH:21]=2)[NH:18][CH:17]=[CH:16]3)[CH2:8][CH2:7]1)=O)C.[H-].[Al+3].[Li+].[H-].[H-].[H-]. Given the product [CH2:22]([N:12]([C:13]1[CH:14]=[C:15]2[C:19](=[CH:20][CH:21]=1)[NH:18][CH:17]=[CH:16]2)[CH:9]1[CH2:10][CH2:11][N:6]([CH3:4])[CH2:7][CH2:8]1)[C:23]1[CH:28]=[CH:27][CH:26]=[CH:25][CH:24]=1, predict the reactants needed to synthesize it. (2) Given the product [S:18]1[CH:19]=[CH:20][CH:21]=[C:17]1[CH:6]([C:2]1[S:1][CH:5]=[CH:4][CH:3]=1)[C:7]1[S:11][C:10]([C:12]([OH:14])=[O:13])=[CH:9][CH:8]=1, predict the reactants needed to synthesize it. The reactants are: [S:1]1[CH:5]=[CH:4][CH:3]=[C:2]1[CH:6]([C:17]1[S:18][CH:19]=[CH:20][CH:21]=1)[C:7]1[S:11][C:10]([C:12]([O:14]CC)=[O:13])=[CH:9][CH:8]=1.[OH-].[Na+]. (3) The reactants are: Cl[C:2]1[C:3]2[CH:20]=[CH:19][N:18]([CH2:21][C:22]([N:24]([CH3:26])[CH3:25])=[O:23])[C:4]=2[N:5]=[C:6]([S:8]([C:11]2[CH:16]=[CH:15][C:14]([F:17])=[CH:13][CH:12]=2)(=[O:10])=[O:9])[N:7]=1.[CH3:27][C:28]1[NH:32][N:31]=[C:30]([NH2:33])[CH:29]=1.[I-].[Na+].CCN(C(C)C)C(C)C. Given the product [F:17][C:14]1[CH:15]=[CH:16][C:11]([S:8]([C:6]2[N:7]=[C:2]([NH:33][C:30]3[CH:29]=[C:28]([CH3:27])[NH:32][N:31]=3)[C:3]3[CH:20]=[CH:19][N:18]([CH2:21][C:22]([N:24]([CH3:26])[CH3:25])=[O:23])[C:4]=3[N:5]=2)(=[O:10])=[O:9])=[CH:12][CH:13]=1, predict the reactants needed to synthesize it. (4) Given the product [F:14][C:11]1[CH:12]=[CH:13][C:8]([C:6]2[N:5]3[N:15]=[C:16]([CH3:19])[C:17]([I:18])=[C:4]3[N:3]=[C:2]([N:29]3[CH2:33][CH2:32][CH2:31][C@H:30]3[CH2:34][OH:35])[CH:7]=2)=[CH:9][CH:10]=1, predict the reactants needed to synthesize it. The reactants are: Cl[C:2]1[CH:7]=[C:6]([C:8]2[CH:13]=[CH:12][C:11]([F:14])=[CH:10][CH:9]=2)[N:5]2[N:15]=[C:16]([CH3:19])[C:17]([I:18])=[C:4]2[N:3]=1.CCN(C(C)C)C(C)C.[NH:29]1[CH2:33][CH2:32][CH2:31][C@H:30]1[CH2:34][OH:35]. (5) Given the product [ClH:1].[S:20]1[C:28]2[CH2:27][CH2:26][N:25]([CH2:2][CH2:3][CH2:4][CH2:5][C:6]3([CH2:16][CH3:17])[C:14]4[C:9](=[CH:10][CH:11]=[CH:12][CH:13]=4)[NH:8][C:7]3=[O:15])[CH2:24][C:23]=2[CH:22]=[CH:21]1, predict the reactants needed to synthesize it. The reactants are: [Cl:1][CH2:2][CH2:3][CH2:4][CH2:5][C:6]1([CH2:16][CH:17](C)C)[C:14]2[C:9](=[CH:10][CH:11]=[CH:12][CH:13]=2)[NH:8][C:7]1=[O:15].[S:20]1[C:28]2[CH2:27][CH2:26][NH:25][CH2:24][C:23]=2[CH:22]=[CH:21]1. (6) Given the product [Br:31][C:12]1[CH:13]=[N:14][C:2]([F:1])=[C:3]([C:11]=1[F:15])[C:4]([O:6][C:7]([CH3:10])([CH3:9])[CH3:8])=[O:5], predict the reactants needed to synthesize it. The reactants are: [F:1][C:2]1[N:14]=[CH:13][CH:12]=[C:11]([F:15])[C:3]=1[C:4]([O:6][C:7]([CH3:10])([CH3:9])[CH3:8])=[O:5].[Li+].CC([N-]C(C)C)C.CCCCCCC.[Br:31]C(Br)(Cl)C(Cl)(Cl)Cl. (7) Given the product [Br:1][C:2]1[CH:7]=[CH:6][C:5]([N:8]2[CH:12]=[C:11]([C:13]([NH:41][N:42]3[CH2:47][CH2:46][CH2:45][CH2:44][CH2:43]3)=[O:14])[N:10]=[C:9]2[C:16]2[CH:21]=[CH:20][C:19]([Cl:22])=[CH:18][C:17]=2[Cl:23])=[CH:4][CH:3]=1, predict the reactants needed to synthesize it. The reactants are: [Br:1][C:2]1[CH:7]=[CH:6][C:5]([N:8]2[CH:12]=[C:11]([C:13](O)=[O:14])[N:10]=[C:9]2[C:16]2[CH:21]=[CH:20][C:19]([Cl:22])=[CH:18][C:17]=2[Cl:23])=[CH:4][CH:3]=1.C(N(C(C)C)CC)(C)C.F[P-](F)(F)(F)(F)F.N1(OC(N(C)C)=[N+](C)C)[C:44]2[CH:45]=[CH:46][CH:47]=C[C:43]=2[N:42]=[N:41]1.NN1CCCCC1.